From a dataset of Full USPTO retrosynthesis dataset with 1.9M reactions from patents (1976-2016). Predict the reactants needed to synthesize the given product. (1) The reactants are: F[C:2]1[CH:3]=[C:4]([C:8](=O)[CH2:9][CH2:10][CH3:11])[CH:5]=[CH:6][CH:7]=1.C([O-])(=O)C.[NH4+:17].C([BH3-])#N.[Na+].[ClH:22]. Given the product [Cl:22][C:2]1[CH:3]=[C:4]([CH:8]([NH2:17])[CH2:9][CH2:10][CH3:11])[CH:5]=[CH:6][CH:7]=1, predict the reactants needed to synthesize it. (2) The reactants are: [C:1]1([CH2:7][CH2:8][N:9]([CH2:21][C:22]2[CH:41]=[CH:40][C:25]([CH2:26][O:27][C:28]3[CH:33]=[CH:32][C:31]([CH2:34][CH2:35][C:36]([O:38]C)=[O:37])=[CH:30][CH:29]=3)=[CH:24][CH:23]=2)[C:10]2[S:11][CH:12]=[C:13]([C:15]3[CH:20]=[CH:19][CH:18]=[CH:17][CH:16]=3)[N:14]=2)[CH:6]=[CH:5][CH:4]=[CH:3][CH:2]=1.O1CCCC1.O.[OH-].[Li+].Cl. Given the product [C:1]1([CH2:7][CH2:8][N:9]([CH2:21][C:22]2[CH:23]=[CH:24][C:25]([CH2:26][O:27][C:28]3[CH:29]=[CH:30][C:31]([CH2:34][CH2:35][C:36]([OH:38])=[O:37])=[CH:32][CH:33]=3)=[CH:40][CH:41]=2)[C:10]2[S:11][CH:12]=[C:13]([C:15]3[CH:20]=[CH:19][CH:18]=[CH:17][CH:16]=3)[N:14]=2)[CH:6]=[CH:5][CH:4]=[CH:3][CH:2]=1, predict the reactants needed to synthesize it. (3) Given the product [Cl:19][C:13]1[C:14]([Cl:18])=[CH:15][CH:16]=[CH:17][C:12]=1[S:9]([NH:8][C:5]1[N:6]=[CH:7][C:2]([O:35][CH2:34][C:33]([N:32]([CH2:37][CH3:38])[CH2:30][CH3:31])=[O:36])=[N:3][C:4]=1[O:28][CH3:29])(=[O:10])=[O:11], predict the reactants needed to synthesize it. The reactants are: Br[C:2]1[N:3]=[C:4]([O:28][CH3:29])[C:5]([N:8](COCC[Si](C)(C)C)[S:9]([C:12]2[CH:17]=[CH:16][CH:15]=[C:14]([Cl:18])[C:13]=2[Cl:19])(=[O:11])=[O:10])=[N:6][CH:7]=1.[CH2:30]([N:32]([CH2:37][CH3:38])[C:33](=[O:36])[CH2:34][OH:35])[CH3:31].